This data is from Forward reaction prediction with 1.9M reactions from USPTO patents (1976-2016). The task is: Predict the product of the given reaction. (1) Given the reactants [Br:1][C:2]1[CH:3]=[N:4][N:5]([CH3:16])[C:6]=1[C:7]1[CH:8]=[C:9]([C:13]([OH:15])=O)[S:10][C:11]=1[Cl:12].CCN(C(C)C)C(C)C.[NH2:26][C@@H:27]([CH2:40][CH:41]1[CH2:46][CH2:45][CH2:44][CH2:43][CH2:42]1)[CH2:28][N:29]1[C:37](=[O:38])[C:36]2[C:31](=[CH:32][CH:33]=[CH:34][CH:35]=2)[C:30]1=[O:39].F[P-](F)(F)(F)(F)F.Br[P+](N1CCCC1)(N1CCCC1)N1CCCC1, predict the reaction product. The product is: [Br:1][C:2]1[CH:3]=[N:4][N:5]([CH3:16])[C:6]=1[C:7]1[CH:8]=[C:9]([C:13]([NH:26][C@H:27]([CH2:28][N:29]2[C:37](=[O:38])[C:36]3[C:31](=[CH:32][CH:33]=[CH:34][CH:35]=3)[C:30]2=[O:39])[CH2:40][CH:41]2[CH2:46][CH2:45][CH2:44][CH2:43][CH2:42]2)=[O:15])[S:10][C:11]=1[Cl:12]. (2) Given the reactants [F:1][C:2]1[CH:7]=[CH:6][C:5]([CH:8]=[CH:9][C:10]2[CH:19]=[CH:18][C:13]([C:14]([O:16][CH3:17])=[O:15])=[CH:12][C:11]=2[C:20]([O:22][CH3:23])=[O:21])=[CH:4][CH:3]=1, predict the reaction product. The product is: [F:1][C:2]1[CH:3]=[CH:4][C:5]([CH2:8][CH2:9][C:10]2[CH:19]=[CH:18][C:13]([C:14]([O:16][CH3:17])=[O:15])=[CH:12][C:11]=2[C:20]([O:22][CH3:23])=[O:21])=[CH:6][CH:7]=1.